Predict the reactants needed to synthesize the given product. From a dataset of Full USPTO retrosynthesis dataset with 1.9M reactions from patents (1976-2016). The reactants are: Br[C:2]1[CH:7]=[C:6]([CH3:8])[C:5]([Br:9])=[CH:4][N:3]=1.[Li]CCCC.[CH3:15][C:16]([CH3:18])=[O:17]. Given the product [Br:9][C:5]1[C:6]([CH3:8])=[CH:7][C:2]([C:16]([OH:17])([CH3:18])[CH3:15])=[N:3][CH:4]=1, predict the reactants needed to synthesize it.